Dataset: Merck oncology drug combination screen with 23,052 pairs across 39 cell lines. Task: Regression. Given two drug SMILES strings and cell line genomic features, predict the synergy score measuring deviation from expected non-interaction effect. (1) Drug 1: O=S1(=O)NC2(CN1CC(F)(F)F)C1CCC2Cc2cc(C=CCN3CCC(C(F)(F)F)CC3)ccc2C1. Drug 2: N#Cc1ccc(Cn2cncc2CN2CCN(c3cccc(Cl)c3)C(=O)C2)cc1. Cell line: SKMEL30. Synergy scores: synergy=2.58. (2) Drug 1: COc1cc(C2c3cc4c(cc3C(OC3OC5COC(C)OC5C(O)C3O)C3COC(=O)C23)OCO4)cc(OC)c1O. Drug 2: Cn1cc(-c2cnn3c(N)c(Br)c(C4CCCNC4)nc23)cn1. Cell line: A2780. Synergy scores: synergy=21.3.